From a dataset of Reaction yield outcomes from USPTO patents with 853,638 reactions. Predict the reaction yield, written as a fraction of the theoretical maximum amount of product (1.0 means a 100% yield; for example, 0.34 means a 34% yield). (1) The reactants are [N:1]1([C:7]([O:9][C:10]([CH3:13])([CH3:12])[CH3:11])=[O:8])[CH2:6][CH2:5][NH:4][CH2:3][CH2:2]1.[Cl:14][C:15]1[CH:16]=[C:17]([CH:20]=[CH:21][C:22]=1F)[CH:18]=[O:19].C(=O)([O-])[O-].[K+].[K+]. The catalyst is CN(C=O)C. The product is [Cl:14][C:15]1[CH:16]=[C:17]([CH:18]=[O:19])[CH:20]=[CH:21][C:22]=1[N:4]1[CH2:5][CH2:6][N:1]([C:7]([O:9][C:10]([CH3:13])([CH3:12])[CH3:11])=[O:8])[CH2:2][CH2:3]1. The yield is 0.560. (2) The reactants are [CH3:1][O:2][C:3]1[CH:4]=[CH:5][C:6]2[S:12][CH2:11][CH2:10][NH:9][C:8](=O)[C:7]=2[N:14]=1.C1COCC1.[H-].[Al+3].[Li+].[H-].[H-].[H-]. The catalyst is O. The product is [CH3:1][O:2][C:3]1[CH:4]=[CH:5][C:6]2[S:12][CH2:11][CH2:10][NH:9][CH2:8][C:7]=2[N:14]=1. The yield is 0.690. (3) The reactants are [F:1][C:2]1[CH:38]=[CH:37][C:5]([CH2:6][N:7]2[C:16](=[O:17])[C:15]([C:18]3[NH:23][C:22]4[CH:24]=[CH:25][C:26]([NH:28][S:29]([CH3:32])(=[O:31])=[O:30])=[CH:27][C:21]=4[S:20](=[O:34])(=[O:33])[N:19]=3)=[C:14]([OH:35])[C@H:13]3[C@@H:8]2[C@H:9]2[CH2:36][C@@H:12]3[CH2:11][CH2:10]2)=[CH:4][C:3]=1[CH3:39].[C:40](=O)([O-])[O-].[K+].[K+].IC. The catalyst is CN(C)C=O. The product is [F:1][C:2]1[CH:38]=[CH:37][C:5]([CH2:6][N:7]2[C:16](=[O:17])[C:15]([C:18]3[NH:23][C:22]4[CH:24]=[CH:25][C:26]([N:28]([CH3:40])[S:29]([CH3:32])(=[O:31])=[O:30])=[CH:27][C:21]=4[S:20](=[O:33])(=[O:34])[N:19]=3)=[C:14]([OH:35])[C@H:13]3[C@@H:8]2[C@H:9]2[CH2:36][C@@H:12]3[CH2:11][CH2:10]2)=[CH:4][C:3]=1[CH3:39]. The yield is 0.960.